Dataset: Forward reaction prediction with 1.9M reactions from USPTO patents (1976-2016). Task: Predict the product of the given reaction. (1) Given the reactants [Br:1][C:2]1[CH:21]=[C:5]2[NH:6][CH:7]([C:14]3[C:15]([CH3:20])=[N:16][N:17]([CH3:19])[CH:18]=3)[CH2:8][CH:9]([C:10]([F:13])([F:12])[F:11])[N:4]2[N:3]=1, predict the reaction product. The product is: [Br:1][C:2]1[CH:21]=[C:5]2[NH:6][C@H:7]([C:14]3[C:15]([CH3:20])=[N:16][N:17]([CH3:19])[CH:18]=3)[CH2:8][C@H:9]([C:10]([F:11])([F:12])[F:13])[N:4]2[N:3]=1. (2) Given the reactants Br[CH2:2][CH2:3][CH2:4][CH2:5][O:6][C:7]1[CH:22]=[CH:21][C:10]2[C:11]([C:14]3[CH:19]=[CH:18][C:17]([Br:20])=[CH:16][CH:15]=3)=[N:12][S:13][C:9]=2[CH:8]=1.[NH:23]1[CH2:28][CH2:27][O:26][CH2:25][CH2:24]1, predict the reaction product. The product is: [Br:20][C:17]1[CH:18]=[CH:19][C:14]([C:11]2[C:10]3[CH:21]=[CH:22][C:7]([O:6][CH2:5][CH2:4][CH2:3][CH2:2][N:23]4[CH2:28][CH2:27][O:26][CH2:25][CH2:24]4)=[CH:8][C:9]=3[S:13][N:12]=2)=[CH:15][CH:16]=1. (3) Given the reactants [CH2:1]([O:8][C:9]1[CH:18]=[C:17]2[C:12]([C:13]([NH:20][CH2:21][CH:22]([CH3:24])[CH3:23])=[C:14]([NH2:19])[CH:15]=[N:16]2)=[CH:11][CH:10]=1)[C:2]1[CH:7]=[CH:6][CH:5]=[CH:4][CH:3]=1.[C:25](OCC)(OCC)(OCC)[CH3:26], predict the reaction product. The product is: [CH2:1]([O:8][C:9]1[CH:10]=[CH:11][C:12]2[C:13]3[N:20]([CH2:21][CH:22]([CH3:24])[CH3:23])[C:25]([CH3:26])=[N:19][C:14]=3[CH:15]=[N:16][C:17]=2[CH:18]=1)[C:2]1[CH:3]=[CH:4][CH:5]=[CH:6][CH:7]=1. (4) Given the reactants [H-].[Na+].[NH2:3][C:4]1[CH:5]=[C:6]([OH:10])[CH:7]=[CH:8][CH:9]=1.[C:11]([O:15][C:16](=[O:29])[N:17]([C:19]1[CH:24]=[C:23](Cl)[CH:22]=[CH:21][C:20]=1[N+:26]([O-:28])=[O:27])[CH3:18])([CH3:14])([CH3:13])[CH3:12], predict the reaction product. The product is: [C:11]([O:15][C:16](=[O:29])[N:17]([C:19]1[CH:24]=[C:23]([O:10][C:6]2[CH:7]=[CH:8][CH:9]=[C:4]([NH2:3])[CH:5]=2)[CH:22]=[CH:21][C:20]=1[N+:26]([O-:28])=[O:27])[CH3:18])([CH3:14])([CH3:13])[CH3:12]. (5) Given the reactants [C:1]1([N:7]2[CH2:12][CH2:11][N:10]([CH2:13][CH2:14][N:15]([CH2:25][CH2:26][CH3:27])[CH2:16][CH2:17][C:18]3[CH:19]=[C:20]([NH2:24])[CH:21]=[CH:22][CH:23]=3)[CH2:9][CH2:8]2)[CH:6]=[CH:5][CH:4]=[CH:3][CH:2]=1.CCN(CC)CC.[Cl:35][C:36]1[CH:41]=[CH:40][C:39]([S:42](Cl)(=[O:44])=[O:43])=[CH:38][CH:37]=1, predict the reaction product. The product is: [Cl:35][C:36]1[CH:41]=[CH:40][C:39]([S:42]([NH:24][C:20]2[CH:21]=[CH:22][CH:23]=[C:18]([CH2:17][CH2:16][N:15]([CH2:14][CH2:13][N:10]3[CH2:11][CH2:12][N:7]([C:1]4[CH:6]=[CH:5][CH:4]=[CH:3][CH:2]=4)[CH2:8][CH2:9]3)[CH2:25][CH2:26][CH3:27])[CH:19]=2)(=[O:44])=[O:43])=[CH:38][CH:37]=1. (6) Given the reactants [C:1]1([C:7]#[C:8][C:9]2[CH:14]=[CH:13][C:12]([C:15]3[N:20]=[CH:19][N:18]=[C:17]([NH:21][C@H:22]([C:30]([O:32]C)=[O:31])[CH2:23][C:24]4[CH:29]=[CH:28][CH:27]=[CH:26][CH:25]=4)[CH:16]=3)=[CH:11][CH:10]=2)[CH:6]=[CH:5][CH:4]=[CH:3][CH:2]=1.[OH-].[Na+], predict the reaction product. The product is: [C:1]1([C:7]#[C:8][C:9]2[CH:10]=[CH:11][C:12]([C:15]3[N:20]=[CH:19][N:18]=[C:17]([NH:21][C@H:22]([C:30]([OH:32])=[O:31])[CH2:23][C:24]4[CH:25]=[CH:26][CH:27]=[CH:28][CH:29]=4)[CH:16]=3)=[CH:13][CH:14]=2)[CH:6]=[CH:5][CH:4]=[CH:3][CH:2]=1. (7) Given the reactants [CH3:1][C:2]1[N:3]=[C:4]([C:12]2[CH:17]=[CH:16][CH:15]=[C:14]([C:18]([F:21])([F:20])[F:19])[CH:13]=2)[N:5]2[C:10]=1[CH:9]=[N:8][C:7]([NH2:11])=[N:6]2.Br[C:23]1[CH:24]=[C:25]([CH2:29][CH2:30][OH:31])[CH:26]=[CH:27][CH:28]=1.C(P(C(C)(C)C)C1C=CC=CC=1C1C=CC=CC=1)(C)(C)C.CC([O-])(C)C.[Na+], predict the reaction product. The product is: [CH3:1][C:2]1[N:3]=[C:4]([C:12]2[CH:17]=[CH:16][CH:15]=[C:14]([C:18]([F:21])([F:19])[F:20])[CH:13]=2)[N:5]2[C:10]=1[CH:9]=[N:8][C:7]([NH:11][C:23]1[CH:24]=[C:25]([CH2:29][CH2:30][OH:31])[CH:26]=[CH:27][CH:28]=1)=[N:6]2. (8) Given the reactants Br[C:2]1[CH:7]=[CH:6][C:5]([C:8]2[N:12]([C:13]3[CH:18]=[CH:17][C:16]([S:19]([CH3:22])(=[O:21])=[O:20])=[C:15]([F:23])[CH:14]=3)[N:11]=[C:10]([C:24]([F:27])([F:26])[F:25])[CH:9]=2)=[CH:4][CH:3]=1.[O:28]1[CH:32]=[CH:31][C:30](B(O)O)=[CH:29]1.C([O-])(O)=O.[Na+], predict the reaction product. The product is: [F:23][C:15]1[CH:14]=[C:13]([N:12]2[C:8]([C:5]3[CH:6]=[CH:7][C:2]([C:30]4[CH:31]=[CH:32][O:28][CH:29]=4)=[CH:3][CH:4]=3)=[CH:9][C:10]([C:24]([F:27])([F:26])[F:25])=[N:11]2)[CH:18]=[CH:17][C:16]=1[S:19]([CH3:22])(=[O:21])=[O:20].